This data is from Full USPTO retrosynthesis dataset with 1.9M reactions from patents (1976-2016). The task is: Predict the reactants needed to synthesize the given product. Given the product [CH3:22][O:21][C:12]1[CH:13]=[C:14]([CH:19]=[CH:20][C:11]=1[CH2:10][O:4][CH2:3][C:2]([F:6])([F:5])[F:1])[C:15]([OH:17])=[O:16], predict the reactants needed to synthesize it. The reactants are: [F:1][C:2]([F:6])([F:5])[CH2:3][OH:4].[H-].[Na+].Br[CH2:10][C:11]1[CH:20]=[CH:19][C:14]([C:15]([O:17]C)=[O:16])=[CH:13][C:12]=1[O:21][CH3:22].